Dataset: Catalyst prediction with 721,799 reactions and 888 catalyst types from USPTO. Task: Predict which catalyst facilitates the given reaction. (1) Reactant: C([O:4][CH2:5][CH2:6][C@@H:7]1[CH2:11][CH2:10][N:9]([C:12]([O:14][C:15]([CH3:18])([CH3:17])[CH3:16])=[O:13])[CH2:8]1)(=O)C.C(=O)([O-])[O-].[K+].[K+]. Product: [OH:4][CH2:5][CH2:6][C@@H:7]1[CH2:11][CH2:10][N:9]([C:12]([O:14][C:15]([CH3:18])([CH3:17])[CH3:16])=[O:13])[CH2:8]1. The catalyst class is: 254. (2) Reactant: C([Li])CCC.CCCCCC.Br[C:13]1[N:17]([CH3:18])[C:16]2[C:19]([CH:23]([CH2:26][CH3:27])[CH2:24][CH3:25])=[CH:20][CH:21]=[CH:22][C:15]=2[N:14]=1.[C:28]1([CH3:38])[CH:33]=[C:32]([CH3:34])[CH:31]=[C:30]([CH3:35])[C:29]=1[CH:36]=[O:37]. Product: [CH2:24]([CH:23]([C:19]1[C:16]2[N:17]([CH3:18])[C:13]([CH:36]([C:29]3[C:28]([CH3:38])=[CH:33][C:32]([CH3:34])=[CH:31][C:30]=3[CH3:35])[OH:37])=[N:14][C:15]=2[CH:22]=[CH:21][CH:20]=1)[CH2:26][CH3:27])[CH3:25]. The catalyst class is: 27.